Dataset: Full USPTO retrosynthesis dataset with 1.9M reactions from patents (1976-2016). Task: Predict the reactants needed to synthesize the given product. (1) Given the product [OH:4][C:1]1[CH:31]=[C:30]([C:25]2[CH:26]=[CH:27][CH:28]=[CH:29][CH:24]=2)[N:14]=[C:12]([NH:11][C:5]2[CH:10]=[CH:9][CH:8]=[CH:7][CH:6]=2)[N:13]=1, predict the reactants needed to synthesize it. The reactants are: [C:1](=[O:4])(O)O.[C:5]1([NH:11][C:12]([NH2:14])=[NH:13])[CH:10]=[CH:9][CH:8]=[CH:7][CH:6]=1.C([O-])C.[Na+].C(OC(=O)[C:24]1[CH:29]=[CH:28][CH:27]=[CH:26][C:25]=1[CH2:30][CH3:31])(=O)C. (2) Given the product [CH3:1][N:2]([CH3:12])[S:3]([N:6]1[CH:10]=[C:9]([Sn:22]([CH2:23][CH2:24][CH2:25][CH3:26])([CH2:27][CH2:28][CH2:29][CH3:30])[CH2:18][CH2:19][CH2:20][CH3:21])[CH:8]=[N:7]1)(=[O:5])=[O:4], predict the reactants needed to synthesize it. The reactants are: [CH3:1][N:2]([CH3:12])[S:3]([N:6]1[CH:10]=[C:9](I)[CH:8]=[N:7]1)(=[O:5])=[O:4].C([Li])CCC.[CH2:18]([Sn:22](Cl)([CH2:27][CH2:28][CH2:29][CH3:30])[CH2:23][CH2:24][CH2:25][CH3:26])[CH2:19][CH2:20][CH3:21]. (3) Given the product [CH3:13][O:12][C:9]1[CH:10]=[CH:11][C:2]([C:23](=[O:26])[CH2:24][CH3:25])=[C:3]2[C:8]=1[N:7]=[C:6]([C:14]([F:17])([F:16])[F:15])[CH:5]=[CH:4]2, predict the reactants needed to synthesize it. The reactants are: Br[C:2]1[CH:11]=[CH:10][C:9]([O:12][CH3:13])=[C:8]2[C:3]=1[CH:4]=[CH:5][C:6]([C:14]([F:17])([F:16])[F:15])=[N:7]2.C([Li])CCC.[C:23](O[C:23](=[O:26])[CH2:24][CH3:25])(=[O:26])[CH2:24][CH3:25].[Cl-].[NH4+]. (4) Given the product [ClH:31].[CH3:23][CH:22]([NH:21][CH2:20][C:10]1([NH2:12])[CH2:11][NH:8][CH2:9]1)[CH3:24], predict the reactants needed to synthesize it. The reactants are: C1(C(C2C=CC=CC=2)[N:8]2[CH2:11][C:10]([CH2:20][NH:21][CH:22]([CH3:24])[CH3:23])([NH:12]CC3C=CC=CC=3)[CH2:9]2)C=CC=CC=1.[ClH:31].O1CCOCC1. (5) Given the product [CH2:1]([C:11]1([CH3:10])[CH2:16][CH:15]([CH3:17])[CH2:14][C:13](=[O:18])[CH2:12]1)[C:2]1[CH:7]=[CH:6][CH:5]=[CH:4][CH:3]=1, predict the reactants needed to synthesize it. The reactants are: [CH2:1]([Mg]Br)[C:2]1[CH:7]=[CH:6][CH:5]=[CH:4][CH:3]=1.[CH3:10][C:11]1[CH2:16][CH:15]([CH3:17])[CH2:14][C:13](=[O:18])[CH:12]=1.